This data is from Forward reaction prediction with 1.9M reactions from USPTO patents (1976-2016). The task is: Predict the product of the given reaction. (1) Given the reactants [F:1][C:2]1[CH:14]=[CH:13][C:5]([C:6]([CH2:8][C:9]([O:11][CH3:12])=[O:10])=[O:7])=[CH:4][CH:3]=1.[C:15]1(=O)[CH:20]=[CH:19][C:18](=[O:21])[CH:17]=[CH:16]1, predict the reaction product. The product is: [F:1][C:2]1[CH:3]=[CH:4][C:5]([C:6]2[O:7][C:15]3[CH:20]=[CH:19][C:18]([OH:21])=[CH:17][C:16]=3[C:8]=2[C:9]([O:11][CH3:12])=[O:10])=[CH:13][CH:14]=1. (2) Given the reactants [CH2:1]([O:5][C:6]1[CH:11]=[CH:10][C:9]([C:12]2(O)[CH2:21][CH2:20][C:15]3([O:19][CH2:18][CH2:17][O:16]3)[CH2:14][CH2:13]2)=[C:8]([F:23])[C:7]=1[F:24])[CH2:2][CH2:3][CH3:4].C1(C)C=CC(S(O)(=O)=O)=CC=1, predict the reaction product. The product is: [CH2:1]([O:5][C:6]1[CH:11]=[CH:10][C:9]([CH:12]2[CH2:21][CH2:20][C:15]3([O:16][CH2:17][CH2:18][O:19]3)[CH2:14][CH2:13]2)=[C:8]([F:23])[C:7]=1[F:24])[CH2:2][CH2:3][CH3:4]. (3) Given the reactants ClC1C=CC([C@@H](C2C=CN(C)N=2)N)=CC=1F.[F:17][C:18]1[CH:19]=[C:20]([C@@H:26]([C:28]2[CH:29]=[N:30][N:31]([CH3:33])[CH:32]=2)[NH2:27])[CH:21]=[CH:22][C:23]=1[O:24][CH3:25].[F:34][C:35]1[CH:44]=[C:43]([C:45](O)=[O:46])[CH:42]=[C:41]2[C:36]=1[CH:37]=[N:38][C:39]([NH:48][C@@H:49]1[CH2:53][CH2:52][O:51][CH2:50]1)=[N:40]2, predict the reaction product. The product is: [F:34][C:35]1[CH:44]=[C:43]([C:45]([NH:27][C@@H:26]([C:20]2[CH:21]=[CH:22][C:23]([O:24][CH3:25])=[C:18]([F:17])[CH:19]=2)[C:28]2[CH:29]=[N:30][N:31]([CH3:33])[CH:32]=2)=[O:46])[CH:42]=[C:41]2[C:36]=1[CH:37]=[N:38][C:39]([NH:48][C@@H:49]1[CH2:53][CH2:52][O:51][CH2:50]1)=[N:40]2. (4) Given the reactants [Cl:1][C:2]1[N:7]=[CH:6][C:5]([C:8]([OH:10])=O)=[CH:4][N:3]=1.C(N(C(C)C)C(C)C)C.F[P-](F)(F)(F)(F)F.ClC(N(C)C)=[N+](C)C.[C:35]([O:39][C:40]([N:42]1[CH2:47][CH2:46][CH:45]([NH:48][CH:49]2[CH2:51][CH2:50]2)[CH2:44][CH2:43]1)=[O:41])([CH3:38])([CH3:37])[CH3:36], predict the reaction product. The product is: [C:35]([O:39][C:40]([N:42]1[CH2:47][CH2:46][CH:45]([N:48]([C:8]([C:5]2[CH:6]=[N:7][C:2]([Cl:1])=[N:3][CH:4]=2)=[O:10])[CH:49]2[CH2:50][CH2:51]2)[CH2:44][CH2:43]1)=[O:41])([CH3:38])([CH3:36])[CH3:37]. (5) The product is: [CH3:21][N:22]([CH3:23])[C:16]1[CH:17]=[CH:18][CH:19]=[C:20]2[C:15]=1[CH:14]=[C:13]1[CH2:24][CH2:25][C:26](=[O:27])[C:12]1=[CH:11]2. Given the reactants [Li+].C[Si]([N-][Si](C)(C)C)(C)C.[CH:11]1[C:20]2[C:15](=[CH:16][CH:17]=[CH:18][CH:19]=2)[CH:14]=[CH:13][CH:12]=1.[CH3:21][NH:22][CH3:23].[CH2:24]1C[O:27][CH2:26][CH2:25]1, predict the reaction product. (6) Given the reactants [OH:1][C:2]1[CH:11]=[CH:10][C:5]2[CH2:6][O:7][B:8]([OH:9])[C:4]=2[CH:3]=1.C(N(CC)CC)C.[N:19]([C:22]1[CH:27]=[CH:26][CH:25]=[CH:24][CH:23]=1)=[C:20]=[O:21].Cl, predict the reaction product. The product is: [C:22]1([NH:19][C:20](=[O:21])[O:1][C:2]2[CH:11]=[CH:10][C:5]3[CH2:6][O:7][B:8]([OH:9])[C:4]=3[CH:3]=2)[CH:27]=[CH:26][CH:25]=[CH:24][CH:23]=1. (7) Given the reactants [F:1][C:2]1[CH:9]=[CH:8][C:7]([C:10](=O)[CH2:11][C:12]([C:14]2[CH:19]=[CH:18][CH:17]=[CH:16][C:15]=2[O:20][CH2:21][CH:22]([CH3:24])[CH3:23])=O)=[CH:6][C:3]=1[C:4]#[N:5].[NH2:26][C:27]([NH2:29])=[O:28].Cl.C(=O)(O)[O-].[Na+], predict the reaction product. The product is: [F:1][C:2]1[CH:9]=[CH:8][C:7]([C:10]2[CH:11]=[C:12]([C:14]3[CH:19]=[CH:18][CH:17]=[CH:16][C:15]=3[O:20][CH2:21][CH:22]([CH3:24])[CH3:23])[NH:29][C:27](=[O:28])[N:26]=2)=[CH:6][C:3]=1[C:4]#[N:5]. (8) Given the reactants [C:1]([O:5][C:6](=[O:37])[NH:7][C@H:8]([C@@H:18]1[O:22][C:21](=[O:23])[N:20]([C:24]2([C:27]3[CH:32]=[CH:31][CH:30]=[C:29]([C:33]([CH3:36])([CH3:35])[CH3:34])[CH:28]=3)[CH2:26][CH2:25]2)[CH2:19]1)[CH2:9][C:10]1[CH:15]=[CH:14][C:13]([NH2:16])=[C:12]([Br:17])[CH:11]=1)([CH3:4])([CH3:3])[CH3:2].[C:38](O[C:38]([C:40]([F:43])([F:42])[F:41])=[O:39])([C:40]([F:43])([F:42])[F:41])=[O:39].CCCCCC.CCOC(C)=O.N, predict the reaction product. The product is: [C:1]([O:5][C:6](=[O:37])[NH:7][C@H:8]([C@@H:18]1[O:22][C:21](=[O:23])[N:20]([C:24]2([C:27]3[CH:32]=[CH:31][CH:30]=[C:29]([C:33]([CH3:36])([CH3:35])[CH3:34])[CH:28]=3)[CH2:26][CH2:25]2)[CH2:19]1)[CH2:9][C:10]1[CH:15]=[CH:14][C:13]([NH:16][C:38](=[O:39])[C:40]([F:43])([F:42])[F:41])=[C:12]([Br:17])[CH:11]=1)([CH3:3])([CH3:4])[CH3:2]. (9) Given the reactants Cl.Cl.[O:3]1[C:8]2=[CH:9][CH:10]=[CH:11][C:7]2=[CH:6][C:5]([CH:12]2[CH2:17][CH2:16][CH2:15][CH2:14][N:13]2[CH2:18][CH2:19][C@H:20]2[CH2:25][CH2:24][C@H:23]([NH2:26])[CH2:22][CH2:21]2)=[CH:4]1.[C:27](O)(=[O:30])[CH2:28][CH3:29], predict the reaction product. The product is: [O:3]1[C:8]2=[CH:9][CH:10]=[CH:11][C:7]2=[CH:6][C:5]([CH:12]2[CH2:17][CH2:16][CH2:15][CH2:14][N:13]2[CH2:18][CH2:19][C@H:20]2[CH2:21][CH2:22][C@H:23]([NH:26][C:27](=[O:30])[CH2:28][CH3:29])[CH2:24][CH2:25]2)=[CH:4]1.